The task is: Predict the reaction yield, written as a fraction of the theoretical maximum amount of product (1.0 means a 100% yield; for example, 0.34 means a 34% yield).. This data is from Reaction yield outcomes from USPTO patents with 853,638 reactions. (1) The reactants are [Cl:1][C:2]1[CH:9]=[C:8]([F:10])[C:5]([CH:6]=[O:7])=[C:4]([F:11])[CH:3]=1.O1CCCC1.[BH4-].[Na+]. The catalyst is C(O)C. The product is [Cl:1][C:2]1[CH:3]=[C:4]([F:11])[C:5]([CH2:6][OH:7])=[C:8]([F:10])[CH:9]=1. The yield is 0.830. (2) The reactants are [Cl:1][C:2]1[N:7]=[C:6]([NH:8][NH:9][C:10](=[O:30])[C@H:11]([CH2:24][CH:25]2[CH2:29][CH2:28][CH2:27][CH2:26]2)[CH2:12][N:13]([O:16]CC2C=CC=CC=2)[CH:14]=[O:15])[C:5]([F:31])=[C:4]([N:32]2[CH2:36][CH2:35][CH:34]([N:37]([CH3:39])[CH3:38])[C:33]2([CH3:41])[CH3:40])[N:3]=1. The catalyst is CO.[Rh]. The product is [Cl:1][C:2]1[N:7]=[C:6]([NH:8][NH:9][C:10](=[O:30])[C@H:11]([CH2:24][CH:25]2[CH2:29][CH2:28][CH2:27][CH2:26]2)[CH2:12][N:13]([OH:16])[CH:14]=[O:15])[C:5]([F:31])=[C:4]([N:32]2[CH2:36][CH2:35][CH:34]([N:37]([CH3:39])[CH3:38])[C:33]2([CH3:41])[CH3:40])[N:3]=1. The yield is 0.460. (3) The product is [I:26][C:27]1[CH:28]=[CH:29][C:30]([CH2:31][N:32]([CH2:33][C:34]([O:36][C:37]([CH3:38])([CH3:39])[CH3:40])=[O:35])[C:17](=[O:18])[C:16]2[CH:20]=[CH:21][C:13]([NH:12][C:10](=[O:11])[CH2:9][C:6]3[CH:7]=[CH:8][C:3]([O:2][CH3:1])=[CH:4][C:5]=3[C:22]([F:25])([F:23])[F:24])=[CH:14][CH:15]=2)=[CH:41][CH:42]=1. The yield is 0.750. The catalyst is CN(C=O)C.CC(=O)OCC. The reactants are [CH3:1][O:2][C:3]1[CH:8]=[CH:7][C:6]([CH2:9][C:10]([NH:12][C:13]2[CH:21]=[CH:20][C:16]([C:17](O)=[O:18])=[CH:15][CH:14]=2)=[O:11])=[C:5]([C:22]([F:25])([F:24])[F:23])[CH:4]=1.[I:26][C:27]1[CH:42]=[CH:41][C:30]([CH2:31][NH:32][CH2:33][C:34]([O:36][C:37]([CH3:40])([CH3:39])[CH3:38])=[O:35])=[CH:29][CH:28]=1.CN(C(ON1N=NC2C=CC=NC1=2)=[N+](C)C)C.F[P-](F)(F)(F)(F)F. (4) The product is [CH3:19][C:11]1([CH3:20])[O:10][C:9](=[O:21])[N:8]([C:6]2[CH:5]=[CH:4][N:3]=[C:2]([NH:30][C@H:28]([C:22]3[CH:27]=[CH:26][CH:25]=[CH:24][CH:23]=3)[CH3:29])[N:7]=2)[C@H:12]1[C:13]1[CH:18]=[CH:17][CH:16]=[CH:15][CH:14]=1. The yield is 0.850. The catalyst is CS(C)=O.CCOC(C)=O. The reactants are Cl[C:2]1[N:7]=[C:6]([N:8]2[C@@H:12]([C:13]3[CH:18]=[CH:17][CH:16]=[CH:15][CH:14]=3)[C:11]([CH3:20])([CH3:19])[O:10][C:9]2=[O:21])[CH:5]=[CH:4][N:3]=1.[C:22]1([C@@H:28]([NH2:30])[CH3:29])[CH:27]=[CH:26][CH:25]=[CH:24][CH:23]=1.